Task: Predict the product of the given reaction.. Dataset: Forward reaction prediction with 1.9M reactions from USPTO patents (1976-2016) (1) Given the reactants [CH3:1][C:2]1[CH:7]=[CH:6][N:5]=[C:4]([NH:8][C:9](=[O:33])[C:10]2[CH:15]=[CH:14][C:13]([O:16][C:17]3[CH:22]=[CH:21][N:20]=[C:19]4[NH:23][N:24]=[C:25]([NH:26][C@@H:27]5[CH2:32][CH2:31][CH2:30][NH:29][CH2:28]5)[C:18]=34)=[CH:12][CH:11]=2)[CH:3]=1.[C:34]([O:38][C:39]([N:41]1[CH2:46][CH2:45][C:44]([CH3:50])([C:47](O)=[O:48])[CH2:43][CH2:42]1)=[O:40])([CH3:37])([CH3:36])[CH3:35].CCN(C(C)C)C(C)C, predict the reaction product. The product is: [CH3:50][C:44]1([C:47]([N:29]2[CH2:30][CH2:31][CH2:32][C@@H:27]([NH:26][C:25]3[C:18]4[C:19](=[N:20][CH:21]=[CH:22][C:17]=4[O:16][C:13]4[CH:12]=[CH:11][C:10]([C:9](=[O:33])[NH:8][C:4]5[CH:3]=[C:2]([CH3:1])[CH:7]=[CH:6][N:5]=5)=[CH:15][CH:14]=4)[NH:23][N:24]=3)[CH2:28]2)=[O:48])[CH2:45][CH2:46][N:41]([C:39]([O:38][C:34]([CH3:36])([CH3:35])[CH3:37])=[O:40])[CH2:42][CH2:43]1. (2) The product is: [F:21][C:22]1[CH:30]=[C:29]2[C:25]([C:26]([C:40]3[CH:41]=[N:42][N:43]([CH:45]4[CH2:46][CH2:47][N:48]([S:51]([C:54]([F:55])([F:57])[F:56])(=[O:52])=[O:53])[CH2:49][CH2:50]4)[CH:44]=3)=[CH:27][NH:28]2)=[CH:24][CH:23]=1. Given the reactants FC1C=C2C(C(I)=CN2S(C2C=CC=CC=2)(=O)=O)=CC=1.[F:21][C:22]1[CH:30]=[C:29]2[C:25]([C:26]([C:40]3[CH:41]=[N:42][N:43]([CH:45]4[CH2:50][CH2:49][N:48]([S:51]([C:54]([F:57])([F:56])[F:55])(=[O:53])=[O:52])[CH2:47][CH2:46]4)[CH:44]=3)=[CH:27][N:28]2S(C2C=CC=CC=2)(=O)=O)=[CH:24][CH:23]=1, predict the reaction product. (3) Given the reactants C([O:5][C:6]([N:8]1[CH2:12][CH2:11][CH:10]([O:13][C:14]2[CH:19]=[CH:18][C:17]([C:20]3[CH:25]=[CH:24][CH:23]=[C:22]([NH2:26])[N:21]=3)=[C:16]([O:27][CH3:28])[CH:15]=2)[CH2:9]1)=O)(C)(C)C.NC1C=CC=CN=1.[H-].[Al+3].[Li+].[H-].[H-].[H-], predict the reaction product. The product is: [OH-:5].[CH3:6][N:8]1[CH2:12][CH2:11][CH:10]([O:13][C:14]2[CH:19]=[CH:18][C:17]([C:20]3[N:21]=[C:22]([NH2:26])[CH:23]=[CH:24][CH:25]=3)=[C:16]([O:27][CH3:28])[CH:15]=2)[CH2:9]1. (4) Given the reactants [F:1][C:2]([F:39])([F:38])[C:3]1[CH:4]=[C:5]([CH:31]=[C:32]([C:34]([F:37])([F:36])[F:35])[CH:33]=1)[CH2:6][N:7]([CH3:30])[C:8](=[O:29])[C:9]1[C:14]([C:15]2[CH:20]=[CH:19][CH:18]=[CH:17][C:16]=2[CH3:21])=[CH:13][C:12]([CH:22](O)[CH2:23][CH2:24][CH2:25][CH2:26][CH3:27])=[N:11][CH:10]=1.C(N(CC)CC)C.CS([Cl:51])(=O)=O.C1(C)C=CC=CC=1, predict the reaction product. The product is: [F:1][C:2]([F:39])([F:38])[C:3]1[CH:4]=[C:5]([CH:31]=[C:32]([C:34]([F:37])([F:36])[F:35])[CH:33]=1)[CH2:6][N:7]([CH3:30])[C:8](=[O:29])[C:9]1[C:14]([C:15]2[CH:20]=[CH:19][CH:18]=[CH:17][C:16]=2[CH3:21])=[CH:13][C:12]([CH:22]([Cl:51])[CH2:23][CH2:24][CH2:25][CH2:26][CH3:27])=[N:11][CH:10]=1. (5) Given the reactants C(CNC(=O)C1C=CC=C(C)C=1NC1C(Cl)=CN=C(Cl)N=1)#N.[Cl:23][C:24]1[C:25]([NH:45][C:46]2[C:57]([CH3:58])=[CH:56][CH:55]=[CH:54][C:47]=2[C:48]([NH:50][CH2:51][C:52]#[N:53])=[O:49])=[N:26][C:27]([NH:30][C:31]2[CH:44]=[CH:43][C:34]3[NH:35][C:36](=[O:42])[CH2:37][CH2:38][C:39]([CH3:41])([CH3:40])[C:33]=3[CH:32]=2)=[N:28][CH:29]=1.NC1C=CC2NC(=O)CCC(C)(C)C=2C=1.C12(CS(O)(=O)=O)C(C)(C)C(CC1)CC2=O.C(O)(C)C, predict the reaction product. The product is: [Cl:23][C:24]1[C:25]([NH:45][C:46]2[C:57]([CH3:58])=[CH:56][CH:55]=[CH:54][C:47]=2[C:48]([NH:50][CH2:51][C:52]#[N:53])=[O:49])=[N:26][C:27]([NH:30][C:31]2[CH:44]=[CH:43][C:34]3[NH:35][C:36](=[O:42])[CH2:37][CH2:38][C:39]([CH3:40])([CH3:41])[C:33]=3[CH:32]=2)=[N:28][CH:29]=1. (6) Given the reactants [CH2:1]([N:8]1[C:12]([NH2:13])=[CH:11][N:10]=[N:9]1)[C:2]1[CH:7]=[CH:6][CH:5]=[CH:4][CH:3]=1.[Cl:14][C:15]1[CH:16]=[CH:17][C:18](F)=[C:19]([CH:22]=1)[C:20]#[N:21].[Li+].C[Si]([N-][Si](C)(C)C)(C)C, predict the reaction product. The product is: [CH2:1]([N:8]1[C:12]([NH:13][C:18]2[CH:17]=[CH:16][C:15]([Cl:14])=[CH:22][C:19]=2[C:20]#[N:21])=[CH:11][N:10]=[N:9]1)[C:2]1[CH:7]=[CH:6][CH:5]=[CH:4][CH:3]=1. (7) Given the reactants N[C@H:2]([C:13]([OH:15])=[O:14])[CH2:3][C:4]1[C:12]2[C:7](=[CH:8][CH:9]=[CH:10][CH:11]=2)[NH:6][CH:5]=1.N1C=CC=CC=1C=[O:23], predict the reaction product. The product is: [NH:6]1[C:7]2[C:12](=[CH:11][CH:10]=[CH:9][CH:8]=2)[C:4]([CH2:3][C:2](=[O:23])[C:13]([OH:15])=[O:14])=[CH:5]1. (8) Given the reactants C1(P(C2C=CC=CC=2)C2C=CC=CC=2)C=CC=CC=1.II.[Si:22]([O:29][C:30]1[CH:31]=[C:32]([CH:61]=[CH:62][C:63]=1[F:64])[C:33]([NH:35][NH:36][C:37](=[O:60])[C@H:38]([NH:49][C:50]1[CH:55]=[CH:54][C:53]([C:56]#[N:57])=[C:52](Cl)[C:51]=1C)[C@@H:39]([O:41][Si:42]([C:45]([CH3:48])([CH3:47])[CH3:46])([CH3:44])[CH3:43])[CH3:40])=O)([C:25]([CH3:28])([CH3:27])[CH3:26])([CH3:24])[CH3:23].[CH2:65]([Cl:67])Cl, predict the reaction product. The product is: [Si:42]([O:41][C@H:39]([CH3:40])[C@@H:38]([NH:49][C:50]1[CH:51]=[CH:52][C:53]([C:56]#[N:57])=[C:65]([Cl:67])[C:55]=1[CH3:54])[C:37]1[O:60][C:33]([C:32]2[CH:61]=[CH:62][C:63]([F:64])=[C:30]([O:29][Si:22]([C:25]([CH3:26])([CH3:27])[CH3:28])([CH3:23])[CH3:24])[CH:31]=2)=[N:35][N:36]=1)([C:45]([CH3:48])([CH3:46])[CH3:47])([CH3:44])[CH3:43].